The task is: Predict the reaction yield, written as a fraction of the theoretical maximum amount of product (1.0 means a 100% yield; for example, 0.34 means a 34% yield).. This data is from Reaction yield outcomes from USPTO patents with 853,638 reactions. (1) The reactants are [C:1](Cl)([C:14]1[CH:19]=[CH:18][CH:17]=[CH:16][CH:15]=1)([C:8]1[CH:13]=[CH:12][CH:11]=[CH:10][CH:9]=1)[C:2]1[CH:7]=[CH:6][CH:5]=[CH:4][CH:3]=1.[Br:21][C:22]1[CH:23]=[C:24]2[C:28](=[CH:29][CH:30]=1)[CH2:27][NH:26][CH2:25]2.C(N(CC)CC)C. The catalyst is ClCCl. The product is [Br:21][C:22]1[CH:23]=[C:24]2[C:28](=[CH:29][CH:30]=1)[CH2:27][N:26]([C:1]([C:14]1[CH:19]=[CH:18][CH:17]=[CH:16][CH:15]=1)([C:8]1[CH:13]=[CH:12][CH:11]=[CH:10][CH:9]=1)[C:2]1[CH:7]=[CH:6][CH:5]=[CH:4][CH:3]=1)[CH2:25]2. The yield is 0.850. (2) The reactants are [CH2:1]([NH:7][CH2:8][CH2:9][CH2:10][CH2:11][CH2:12][CH3:13])[CH2:2][CH2:3][CH2:4][CH2:5][CH3:6].[CH2:14]([O:16][C:17]1[C:21](OCC)=[N:20][S:19](=[O:26])(=[O:25])[N:18]=1)[CH3:15]. The catalyst is C(O)C. The product is [CH2:8]([N:7]([C:21]1[C:17]([O:16][CH2:14][CH3:15])=[N:18][S:19](=[O:26])(=[O:25])[N:20]=1)[CH2:1][CH2:2][CH2:3][CH2:4][CH2:5][CH3:6])[CH2:9][CH2:10][CH2:11][CH2:12][CH3:13]. The yield is 0.720. (3) The product is [Cl:1][C:2]1([C:40]([OH:35])=[O:28])[CH2:10][C:9]2[C:4](=[CH:5][CH:6]=[CH:7][CH:8]=2)[N:3]1[C:13]1[CH:18]=[CH:17][CH:16]=[CH:15][CH:14]=1. The catalyst is O.C(OCC)(=O)C. The yield is 0.775. The reactants are [Cl:1][C:2]1[N:3]([C:13]2[CH:18]=[CH:17][CH:16]=[CH:15][CH:14]=2)[C:4]2[C:9]([C:10]=1C=O)=[CH:8][CH:7]=[CH:6][CH:5]=2.CC(=CC)C.Cl([O-])=O.[Na+].[OH2:28].P([O-])(O)(O)=O.[Na+].[O:35]1[CH2:40]COCC1.